Dataset: Peptide-MHC class I binding affinity with 185,985 pairs from IEDB/IMGT. Task: Regression. Given a peptide amino acid sequence and an MHC pseudo amino acid sequence, predict their binding affinity value. This is MHC class I binding data. (1) The peptide sequence is IRGKMTLTE. The MHC is Mamu-B03 with pseudo-sequence Mamu-B03. The binding affinity (normalized) is 0.188. (2) The peptide sequence is NQRRQRKRR. The MHC is Mamu-B08 with pseudo-sequence Mamu-B08. The binding affinity (normalized) is 0.167. (3) The peptide sequence is PILPKLFIL. The MHC is HLA-B08:02 with pseudo-sequence HLA-B08:02. The binding affinity (normalized) is 0.0847. (4) The peptide sequence is PFMIDVQQW. The MHC is HLA-A26:01 with pseudo-sequence HLA-A26:01. The binding affinity (normalized) is 0.331. (5) The peptide sequence is ARWLFPVYL. The MHC is HLA-A30:01 with pseudo-sequence HLA-A30:01. The binding affinity (normalized) is 0.0847. (6) The peptide sequence is GLYRLNFRR. The MHC is HLA-B58:01 with pseudo-sequence HLA-B58:01. The binding affinity (normalized) is 0.0847. (7) The MHC is HLA-B53:01 with pseudo-sequence HLA-B53:01. The binding affinity (normalized) is 0. The peptide sequence is VIPMFSAL.